The task is: Predict which catalyst facilitates the given reaction.. This data is from Catalyst prediction with 721,799 reactions and 888 catalyst types from USPTO. (1) Reactant: [H-].[Na+].[NH2:3][C:4]1[N:8]2[C:9]([C:13]([O:15]CC)=O)=[CH:10][CH:11]=[CH:12][C:7]2=[N:6][CH:5]=1. Product: [N:6]1[CH:5]=[C:4]2[NH:3][C:13](=[O:15])[C:9]3=[CH:10][CH:11]=[CH:12][C:7]=1[N:8]23. The catalyst class is: 3. (2) Reactant: [OH:1][CH2:2][CH2:3][CH2:4][NH:5][C:6](=[O:12])[O:7][C:8]([CH3:11])([CH3:10])[CH3:9].[Cr](Cl)([O-])(=O)=O.[NH+]1C=CC=CC=1. Product: [C:8]([O:7][C:6](=[O:12])[NH:5][CH2:4][CH2:3][CH:2]=[O:1])([CH3:11])([CH3:9])[CH3:10]. The catalyst class is: 4. (3) Reactant: [OH:1][CH:2]([CH2:27][OH:28])[CH2:3][NH:4][C:5](=[O:26])[C:6]1[C:19]([I:20])=[C:18]([NH:21][CH:22]=[O:23])[C:17]([I:24])=[C:8]([C:9]([NH:11][CH2:12][CH:13]([OH:16])[CH2:14][OH:15])=[O:10])[C:7]=1[I:25].[OH-].[K+].Br[CH2:32][CH:33]([OH:67])[CH2:34][N:35]([C:42]1[C:43]([I:66])=[C:44]([C:58]([NH:60][CH2:61][CH:62]([OH:65])[CH2:63][OH:64])=[O:59])[C:45]([I:57])=[C:46]([C:55]=1[I:56])[C:47]([NH:49][CH2:50][CH:51]([OH:54])[CH2:52][OH:53])=[O:48])C(=O)C(F)(F)F.C(#N)C. Product: [OH:16][CH:13]([CH2:14][OH:15])[CH2:12][NH:11][C:9]([C:8]1[C:17]([I:24])=[C:18]([N:21]([CH2:32][CH:33]([OH:67])[CH2:34][NH:35][C:42]2[C:55]([I:56])=[C:46]([C:47]([NH:49][CH2:50][CH:51]([OH:54])[CH2:52][OH:53])=[O:48])[C:45]([I:57])=[C:44]([C:43]=2[I:66])[C:58]([NH:60][CH2:61][CH:62]([OH:65])[CH2:63][OH:64])=[O:59])[CH:22]=[O:23])[C:19]([I:20])=[C:6]([C:5](=[O:26])[NH:4][CH2:3][CH:2]([OH:1])[CH2:27][OH:28])[C:7]=1[I:25])=[O:10]. The catalyst class is: 72. (4) Reactant: Cl.[Cl:2][C:3]1[CH:8]=[CH:7][C:6]([C@@H:9]([C:21]2[CH:26]=[CH:25][C:24]([CH:27]3[CH2:32][CH2:31][N:30](C(OC(C)(C)C)=O)[CH2:29][CH2:28]3)=[CH:23][CH:22]=2)[CH2:10]/[C:11](=[N:19]\[OH:20])/[C:12]2[CH:17]=[CH:16][N:15]=[C:14]([CH3:18])[CH:13]=2)=[C:5]([CH3:40])[CH:4]=1. The catalyst class is: 12. Product: [Cl:2][C:3]1[CH:8]=[CH:7][C:6]([C@@H:9]([C:21]2[CH:22]=[CH:23][C:24]([CH:27]3[CH2:28][CH2:29][NH:30][CH2:31][CH2:32]3)=[CH:25][CH:26]=2)[CH2:10]/[C:11](/[C:12]2[CH:17]=[CH:16][N:15]=[C:14]([CH3:18])[CH:13]=2)=[N:19]\[OH:20])=[C:5]([CH3:40])[CH:4]=1. (5) Reactant: [F:1][C:2]1[CH:3]=[C:4]([C@@:9]2([CH3:18])[NH:14][C:13](=[O:15])[C:12]([CH3:17])([CH3:16])[CH2:11][CH2:10]2)[CH:5]=[C:6]([F:8])[CH:7]=1.[H-].[K+].Br[CH2:22][C:23]([O:25][CH3:26])=[O:24].[Cl-].[NH4+]. Product: [F:1][C:2]1[CH:3]=[C:4]([C@:9]2([CH3:18])[CH2:10][CH2:11][C:12]([CH3:17])([CH3:16])[C:13](=[O:15])[N:14]2[CH2:22][C:23]([O:25][CH3:26])=[O:24])[CH:5]=[C:6]([F:8])[CH:7]=1. The catalyst class is: 1. (6) Reactant: [F:1][C:2]([F:30])([F:29])[C:3]1[CH:4]=[C:5]([CH:26]=[CH:27][CH:28]=1)[CH2:6][NH:7][C:8](=[O:25])[C:9]1[CH:14]=[CH:13][N:12]=[C:11]([C:15]2[CH:20]=[C:19](F)[CH:18]=[CH:17][C:16]=2[N+:22]([O-:24])=[O:23])[CH:10]=1.[CH2:31]([NH:33][CH2:34][CH3:35])[CH3:32].C([O-])([O-])=O.[K+].[K+]. Product: [F:1][C:2]([F:30])([F:29])[C:3]1[CH:4]=[C:5]([CH:26]=[CH:27][CH:28]=1)[CH2:6][NH:7][C:8](=[O:25])[C:9]1[CH:14]=[CH:13][N:12]=[C:11]([C:15]2[CH:20]=[C:19]([N:33]([CH2:34][CH3:35])[CH2:31][CH3:32])[CH:18]=[CH:17][C:16]=2[N+:22]([O-:24])=[O:23])[CH:10]=1. The catalyst class is: 39. (7) Reactant: [CH2:1]([O:3][C:4](=[O:30])[CH:5]([NH2:29])[CH2:6][C:7]1[C:15]2[C:10](=[CH:11][C:12]([C:16]3[CH:21]=[CH:20][C:19]([O:22][C:23]4[CH:28]=[CH:27][CH:26]=[CH:25][CH:24]=4)=[CH:18][CH:17]=3)=[CH:13][CH:14]=2)[NH:9][CH:8]=1)[CH3:2].[NH3:31].C[CH2:33][O:34]C(C)=O. Product: [CH3:2][CH2:1][O:3][C:4]([CH3:5])=[O:30].[CH3:33][OH:34].[NH4+:9].[OH-:3].[NH2:29][CH:5]([CH2:6][C:7]1[C:15]2[C:10](=[CH:11][C:12]([C:16]3[CH:21]=[CH:20][C:19]([O:22][C:23]4[CH:24]=[CH:25][CH:26]=[CH:27][CH:28]=4)=[CH:18][CH:17]=3)=[CH:13][CH:14]=2)[NH:9][CH:8]=1)[C:4]([NH2:31])=[O:3]. The catalyst class is: 6.